From a dataset of Full USPTO retrosynthesis dataset with 1.9M reactions from patents (1976-2016). Predict the reactants needed to synthesize the given product. (1) Given the product [ClH:2].[Cl:2][CH2:3][CH2:4][CH2:5][S:6][C:7]1[C:8]2[NH:14][C:21]3[CH2:22][CH2:23][NH:18][CH2:19][C:20]=3[C:9]=2[C:10]([F:13])=[CH:11][CH:12]=1, predict the reactants needed to synthesize it. The reactants are: Cl.[Cl:2][CH2:3][CH2:4][CH2:5][S:6][C:7]1[CH:12]=[CH:11][C:10]([F:13])=[CH:9][C:8]=1[NH:14]N.O.Cl.[NH:18]1[CH2:23][CH2:22][C:21](=O)[CH2:20][CH2:19]1.Cl. (2) The reactants are: C(Cl)(Cl)[Cl:2].[CH3:5][O:6][C:7]1[CH:16]=[C:15]2[C:10]([N:11]=[CH:12][C:13](=[O:37])[N:14]2[CH2:17][CH2:18][N:19]2[CH2:24][CH2:23][CH:22]([NH:25][CH2:26][C:27]3[CH:36]=[CH:35][C:34]4[C:29](=[CH:30][CH:31]=[CH:32][CH:33]=4)[CH:28]=3)[CH2:21][CH2:20]2)=[CH:9][CH:8]=1.Cl.C(OCC)(=O)C. Given the product [ClH:2].[CH3:5][O:6][C:7]1[CH:16]=[C:15]2[C:10]([N:11]=[CH:12][C:13](=[O:37])[N:14]2[CH2:17][CH2:18][N:19]2[CH2:20][CH2:21][CH:22]([NH:25][CH2:26][C:27]3[CH:36]=[CH:35][C:34]4[C:29](=[CH:30][CH:31]=[CH:32][CH:33]=4)[CH:28]=3)[CH2:23][CH2:24]2)=[CH:9][CH:8]=1, predict the reactants needed to synthesize it. (3) The reactants are: [CH3:1][N:2]1[C:6]([C:7]2[CH:12]=[CH:11][C:10]([N+:13]([O-:15])=[O:14])=[C:9]([CH3:16])[CH:8]=2)=[N:5][C:4]([C:17]2[CH:22]=[CH:21][CH:20]=[CH:19][N:18]=2)=[N:3]1.[Cl:23][C:24]1[CH:31]=[CH:30][CH:29]=[C:28]([F:32])[C:25]=1[CH:26]=[O:27].C1CCN2C(=NCCC2)CC1. Given the product [Cl:23][C:24]1[CH:31]=[CH:30][CH:29]=[C:28]([F:32])[C:25]=1[CH:26]([OH:27])[CH2:16][C:9]1[CH:8]=[C:7]([C:6]2[N:2]([CH3:1])[N:3]=[C:4]([C:17]3[CH:22]=[CH:21][CH:20]=[CH:19][N:18]=3)[N:5]=2)[CH:12]=[CH:11][C:10]=1[N+:13]([O-:15])=[O:14], predict the reactants needed to synthesize it. (4) Given the product [C:1]([O:5][C:6](=[O:24])[N:7]([CH2:8][C:9]1[CH:10]=[CH:11][C:12]([NH2:15])=[CH:13][CH:14]=1)[CH2:18][C:19]1[NH:23][CH:22]=[CH:21][N:20]=1)([CH3:4])([CH3:2])[CH3:3], predict the reactants needed to synthesize it. The reactants are: [C:1]([O:5][C:6](=[O:24])[N:7]([CH2:18][C:19]1[NH:20][CH:21]=[CH:22][N:23]=1)[CH2:8][C:9]1[CH:14]=[CH:13][C:12]([N+:15]([O-])=O)=[CH:11][CH:10]=1)([CH3:4])([CH3:3])[CH3:2]. (5) Given the product [F:1][C:2]1[CH:7]=[CH:6][C:5]([CH:20]=[O:21])=[C:4]([O:8][C:9]([F:10])([F:11])[F:12])[CH:3]=1, predict the reactants needed to synthesize it. The reactants are: [F:1][C:2]1[CH:7]=[CH:6][CH:5]=[C:4]([O:8][C:9]([F:12])([F:11])[F:10])[CH:3]=1.[Li]CCCC.C1C[O:21][CH2:20]C1. (6) Given the product [Cl:1][C:2]1[C:8]([O:9][CH3:10])=[CH:7][C:6]([O:11][CH3:12])=[C:5]([Cl:13])[C:3]=1[N:4]=[C:14]=[O:15], predict the reactants needed to synthesize it. The reactants are: [Cl:1][C:2]1[C:8]([O:9][CH3:10])=[CH:7][C:6]([O:11][CH3:12])=[C:5]([Cl:13])[C:3]=1[NH2:4].[C:14](Cl)(Cl)=[O:15]. (7) Given the product [O:11]1[C:15]2=[CH:16][N:17]=[C:18]([CH:20]=[O:21])[CH:19]=[C:14]2[CH:13]=[CH:12]1, predict the reactants needed to synthesize it. The reactants are: C(Cl)(=O)C(Cl)=O.CS(C)=O.[O:11]1[C:15]2=[CH:16][N:17]=[C:18]([CH2:20][OH:21])[CH:19]=[C:14]2[CH:13]=[CH:12]1. (8) The reactants are: [F:1][C:2]([F:44])([F:43])[C:3]1[CH:4]=[C:5]([CH:36]=[C:37]([C:39]([F:42])([F:41])[F:40])[CH:38]=1)[CH2:6][N:7]([CH2:15][C:16]1[C:17]([N:27]([CH2:32][CH:33]2[CH2:35][CH2:34]2)[CH2:28][CH:29]2[CH2:31][CH2:30]2)=[N:18][C:19]2[C:24]([CH:25]=1)=[CH:23][CH:22]=[CH:21][C:20]=2[CH3:26])[C:8]1[N:13]=[CH:12][C:11](Br)=[CH:10][N:9]=1.CC(C)([O-])C.[Na+].[NH:51]1[CH2:56][CH2:55][O:54][CH2:53][CH2:52]1. Given the product [F:1][C:2]([F:44])([F:43])[C:3]1[CH:4]=[C:5]([CH:36]=[C:37]([C:39]([F:42])([F:41])[F:40])[CH:38]=1)[CH2:6][N:7]([CH2:15][C:16]1[C:17]([N:27]([CH2:32][CH:33]2[CH2:35][CH2:34]2)[CH2:28][CH:29]2[CH2:31][CH2:30]2)=[N:18][C:19]2[C:24]([CH:25]=1)=[CH:23][CH:22]=[CH:21][C:20]=2[CH3:26])[C:8]1[N:13]=[CH:12][C:11]([N:51]2[CH2:56][CH2:55][O:54][CH2:53][CH2:52]2)=[CH:10][N:9]=1, predict the reactants needed to synthesize it.